The task is: Predict the reactants needed to synthesize the given product.. This data is from Full USPTO retrosynthesis dataset with 1.9M reactions from patents (1976-2016). (1) Given the product [Cl:1][C:2]1[CH:10]=[C:9]2[C:5]([C:6]([S:29][C:26]3[CH:27]=[CH:28][C:23]([N+:20]([O-:22])=[O:21])=[CH:24][CH:25]=3)=[C:7]([C:11]3[CH:16]=[CH:15][CH:14]=[CH:13][CH:12]=3)[NH:8]2)=[CH:4][C:3]=1[F:17], predict the reactants needed to synthesize it. The reactants are: [Cl:1][C:2]1[CH:10]=[C:9]2[C:5]([CH:6]=[C:7]([C:11]3[CH:16]=[CH:15][CH:14]=[CH:13][CH:12]=3)[NH:8]2)=[CH:4][C:3]=1[F:17].[H-].[Na+].[N+:20]([C:23]1[CH:28]=[CH:27][C:26]([S:29][S:29][C:26]2[CH:27]=[CH:28][C:23]([N+:20]([O-:22])=[O:21])=[CH:24][CH:25]=2)=[CH:25][CH:24]=1)([O-:22])=[O:21]. (2) Given the product [F:14][C:15]1[CH:20]=[C:19]([F:21])[CH:18]=[CH:17][C:16]=1[C:22]1[C:26]([C:2]2[CH:3]=[CH:4][C:5]3[N:6]([C:8]([CH:11]([CH3:13])[CH3:12])=[N:9][N:10]=3)[N:7]=2)=[C:25]([CH3:28])[O:24][N:23]=1, predict the reactants needed to synthesize it. The reactants are: I[C:2]1[CH:3]=[CH:4][C:5]2[N:6]([C:8]([CH:11]([CH3:13])[CH3:12])=[N:9][N:10]=2)[N:7]=1.[F:14][C:15]1[CH:20]=[C:19]([F:21])[CH:18]=[CH:17][C:16]=1[C:22]1[C:26](I)=[C:25]([CH3:28])[O:24][N:23]=1. (3) Given the product [Br:24][C:17]1[C:9]2[C:8]3[CH2:7][CH2:6][N:5]([C:3](=[O:4])[CH:2]([Cl:1])[C:18]4[CH:23]=[CH:22][CH:21]=[CH:20][CH:19]=4)[CH2:14][C:13]=3[CH:12]=[N:11][C:10]=2[NH:15][N:16]=1, predict the reactants needed to synthesize it. The reactants are: [Cl:1][CH:2]([C:18]1[CH:23]=[CH:22][CH:21]=[CH:20][CH:19]=1)[C:3]([N:5]1[CH2:14][C:13]2[CH:12]=[N:11][C:10]3[NH:15][N:16]=[CH:17][C:9]=3[C:8]=2[CH2:7][CH2:6]1)=[O:4].[Br:24]N1C(=O)CCC1=O.